Dataset: Forward reaction prediction with 1.9M reactions from USPTO patents (1976-2016). Task: Predict the product of the given reaction. (1) Given the reactants [NH2:1][C:2]1[C:31]([I:32])=[CH:30][C:5]([CH2:6][C@H:7]2[C@H:15]3[C@@H:11]([N:12]([CH2:17][C:18]4[CH:23]=[CH:22][CH:21]=[C:20]([C:24]([CH3:27])([CH3:26])[CH3:25])[CH:19]=4)[C:13](=[O:16])[O:14]3)[CH2:10][S:9](=[O:29])(=[O:28])[CH2:8]2)=[CH:4][C:3]=1[F:33].CO[CH:36](OC)[N:37]([CH3:39])[CH3:38], predict the reaction product. The product is: [C:24]([C:20]1[CH:19]=[C:18]([CH:23]=[CH:22][CH:21]=1)[CH2:17][N:12]1[C@@H:11]2[C@H:15]([C@H:7]([CH2:6][C:5]3[CH:30]=[C:31]([I:32])[C:2]([N:1]=[CH:36][N:37]([CH3:39])[CH3:38])=[C:3]([F:33])[CH:4]=3)[CH2:8][S:9](=[O:28])(=[O:29])[CH2:10]2)[O:14][C:13]1=[O:16])([CH3:27])([CH3:25])[CH3:26]. (2) The product is: [Br:17][C:18]1[CH:23]=[C:22]([F:24])[C:21]([O:25][CH2:2][C:3]2[C:8]([CH3:9])=[CH:7][CH:6]=[CH:5][C:4]=2[N:10]2[C:14](=[O:15])[N:13]([CH3:16])[N:12]=[N:11]2)=[C:20]([F:26])[CH:19]=1. Given the reactants Br[CH2:2][C:3]1[C:8]([CH3:9])=[CH:7][CH:6]=[CH:5][C:4]=1[N:10]1[C:14](=[O:15])[N:13]([CH3:16])[N:12]=[N:11]1.[Br:17][C:18]1[CH:23]=[C:22]([F:24])[C:21]([OH:25])=[C:20]([F:26])[CH:19]=1.C(=O)([O-])[O-].[K+].[K+].C(#N)C, predict the reaction product. (3) Given the reactants [OH:1][C:2]1[C:3]([C:12](Cl)=[O:13])=[CH:4][CH:5]=[C:6]2[C:11]=1[N:10]=[CH:9][CH:8]=[CH:7]2.[CH2:15]1[CH:24]2[CH:19]([CH2:20][CH2:21][CH2:22][CH2:23]2)[CH2:18][CH2:17][NH:16]1.CCN(C(C)C)C(C)C, predict the reaction product. The product is: [OH:1][C:2]1[C:3]([C:12]([N:16]2[CH2:17][CH2:18][CH:19]3[CH:24]([CH2:23][CH2:22][CH2:21][CH2:20]3)[CH2:15]2)=[O:13])=[CH:4][CH:5]=[C:6]2[C:11]=1[N:10]=[CH:9][CH:8]=[CH:7]2. (4) Given the reactants [CH2:1]([N:3]([CH2:37][CH3:38])[CH2:4][CH2:5][CH2:6][NH:7][C:8]1[N:9]=[C:10]([C:27]2[CH:28]=[C:29]([CH:33]=[CH:34][C:35]=2[CH3:36])[C:30](O)=[O:31])[C:11]2[CH:17]=[CH:16][C:15](=[O:18])[N:14]([C:19]3[C:24]([F:25])=[CH:23][CH:22]=[CH:21][C:20]=3[F:26])[C:12]=2[N:13]=1)[CH3:2].CN(C(ON1N=NC2C=CC=CC1=2)=[N+](C)C)C.F[P-](F)(F)(F)(F)F.C(N(CC)CC)C.[F:70][C:71]1[CH:77]=[CH:76][C:74]([NH2:75])=[CH:73][CH:72]=1, predict the reaction product. The product is: [CH2:1]([N:3]([CH2:37][CH3:38])[CH2:4][CH2:5][CH2:6][NH:7][C:8]1[N:9]=[C:10]([C:27]2[CH:28]=[C:29]([CH:33]=[CH:34][C:35]=2[CH3:36])[C:30]([NH:75][C:74]2[CH:76]=[CH:77][C:71]([F:70])=[CH:72][CH:73]=2)=[O:31])[C:11]2[CH:17]=[CH:16][C:15](=[O:18])[N:14]([C:19]3[C:20]([F:26])=[CH:21][CH:22]=[CH:23][C:24]=3[F:25])[C:12]=2[N:13]=1)[CH3:2].